This data is from Forward reaction prediction with 1.9M reactions from USPTO patents (1976-2016). The task is: Predict the product of the given reaction. (1) Given the reactants Br[CH2:2][CH2:3][CH2:4][N:5]1[CH2:9][CH2:8][N:7]([CH2:10][CH2:11][OH:12])[C:6]1=[C:13]([C:16]#[N:17])[C:14]#[N:15].[NH:18]1[CH2:23][CH2:22][CH2:21][CH2:20][CH2:19]1, predict the reaction product. The product is: [OH:12][CH2:11][CH2:10][N:7]1[CH2:8][CH2:9][N:5]([CH2:4][CH2:3][CH2:2][N:18]2[CH2:23][CH2:22][CH2:21][CH2:20][CH2:19]2)[C:6]1=[C:13]([C:16]#[N:17])[C:14]#[N:15]. (2) Given the reactants [C:1]1([C:7]2[N:8]=[C:9]([C:12]([OH:14])=O)[S:10][CH:11]=2)[CH:6]=[CH:5][CH:4]=[CH:3][CH:2]=1.Cl.C(N=C=N)C.[CH3:21][O:22][C:23](=[O:33])[C@H:24]([CH2:26][C:27]1[CH:32]=[CH:31][CH:30]=[CH:29][CH:28]=1)[NH2:25], predict the reaction product. The product is: [CH3:21][O:22][C:23](=[O:33])[CH:24]([NH:25][C:12]([C:9]1[S:10][CH:11]=[C:7]([C:1]2[CH:2]=[CH:3][CH:4]=[CH:5][CH:6]=2)[N:8]=1)=[O:14])[CH2:26][C:27]1[CH:32]=[CH:31][CH:30]=[CH:29][CH:28]=1. (3) Given the reactants C([C@H]([C@@H](C(O)=O)O)O)(O)=O.[NH2:11][CH:12]1[CH2:21][C:20]2[C:15](=[C:16]([N:22]3[CH2:26][CH2:25][CH2:24][C:23]3=[O:27])[CH:17]=[CH:18][CH:19]=2)[N:14]([CH2:28][C:29]2[CH:33]=[CH:32][S:31][CH:30]=2)[C:13]1=[O:34], predict the reaction product. The product is: [NH2:11][CH:12]1[CH2:21][C:20]2[C:15](=[C:16]([N:22]3[CH2:26][CH2:25][CH2:24][C:23]3=[O:27])[CH:17]=[CH:18][CH:19]=2)[N:14]([CH2:28][C:29]2[CH:33]=[CH:32][S:31][CH:30]=2)[C:13]1=[O:34]. (4) Given the reactants CN(C)C=O.C(=O)([O-])[O-].[K+].[K+].I[CH2:13][CH2:14][CH3:15].[F:16][C:17]1[CH:22]=[CH:21][C:20]([OH:23])=[C:19]([N+:24]([O-:26])=[O:25])[CH:18]=1, predict the reaction product. The product is: [F:16][C:17]1[CH:22]=[CH:21][C:20]([O:23][CH2:13][CH2:14][CH3:15])=[C:19]([N+:24]([O-:26])=[O:25])[CH:18]=1. (5) Given the reactants Cl[C:2]1[C:3]2[N:4]([C:8]([C:11]3[CH:16]=[CH:15][CH:14]=[CH:13][CH:12]=3)=[N:9][N:10]=2)[CH:5]=[CH:6][N:7]=1.[H][H], predict the reaction product. The product is: [C:11]1([C:8]2[N:4]3[CH2:5][CH2:6][NH:7][CH2:2][C:3]3=[N:10][N:9]=2)[CH:12]=[CH:13][CH:14]=[CH:15][CH:16]=1. (6) Given the reactants [CH3:1][C:2]1[N:12]=[C:11]2[N:6]([CH2:7][CH2:8][CH2:9][CH:10]2[OH:13])[C:4](=[O:5])[C:3]=1[CH2:14][CH2:15][N:16]1[CH2:21][CH2:20][CH:19]([C:22]2[C:23]3[CH:24]=[CH:25][C:26]([F:31])=[CH:27][C:28]=3[O:29][N:30]=2)[CH2:18][CH2:17]1.[BrH:32], predict the reaction product. The product is: [CH3:1][C:2]1[N:12]=[C:11]2[N:6]([CH2:7][CH2:8][CH2:9][CH:10]2[OH:13])[C:4](=[O:5])[C:3]=1[CH2:14][CH2:15][N:16]1[CH2:21][CH2:20][CH:19]([C:22]2[C:23]3[CH:24]=[CH:25][C:26]([F:31])=[CH:27][C:28]=3[O:29][N:30]=2)[CH2:18][CH2:17]1.[BrH:32]. (7) Given the reactants Br[C:2]1[CH:3]=[C:4]([CH:23]=[CH:24][CH:25]=1)[CH2:5][O:6][C:7]1[CH:12]=[CH:11][C:10]([C:13]2([CH2:17][C:18]([O:20][CH2:21][CH3:22])=[O:19])[CH2:16][O:15][CH2:14]2)=[CH:9][CH:8]=1.[Cl:26][C:27]1[CH:32]=[C:31]([OH:33])[CH:30]=[CH:29][C:28]=1B(O)O.C(=O)([O-])[O-].[K+].[K+], predict the reaction product. The product is: [Cl:26][C:27]1[CH:32]=[C:31]([OH:33])[CH:30]=[CH:29][C:28]=1[C:2]1[CH:25]=[CH:24][CH:23]=[C:4]([CH2:5][O:6][C:7]2[CH:8]=[CH:9][C:10]([C:13]3([CH2:17][C:18]([O:20][CH2:21][CH3:22])=[O:19])[CH2:16][O:15][CH2:14]3)=[CH:11][CH:12]=2)[CH:3]=1. (8) Given the reactants [F:1][C:2]1[CH:26]=[C:25]([F:27])[CH:24]=[CH:23][C:3]=1[CH2:4][C@H:5]1[CH2:10][C@H:9]([C:11](=[O:18])[CH2:12][C:13](OCC)=[O:14])[CH2:8][CH2:7][N:6]1[C:19]([O:21][CH3:22])=[O:20].[OH-].[Na+].[NH2:30]O.Cl, predict the reaction product. The product is: [F:1][C:2]1[CH:26]=[C:25]([F:27])[CH:24]=[CH:23][C:3]=1[CH2:4][C@H:5]1[CH2:10][C@H:9]([C:11]2[O:18][NH:30][C:13](=[O:14])[CH:12]=2)[CH2:8][CH2:7][N:6]1[C:19]([O:21][CH3:22])=[O:20].